Dataset: Forward reaction prediction with 1.9M reactions from USPTO patents (1976-2016). Task: Predict the product of the given reaction. (1) Given the reactants [CH:1](NC(C)C)(C)C.C(=O)=O.CC(C)=O.C(O[C:20](=[O:28])[NH:21][C@@H:22]([CH2:26][CH3:27])[C:23](=[O:25])[CH3:24])(C)(C)C.[Cl-].[NH4+], predict the reaction product. The product is: [CH2:26]([C@@H:22]1[NH:21][C:20](=[O:28])[CH2:1][C@@:23]1([OH:25])[CH3:24])[CH3:27]. (2) Given the reactants Br[C:2]1[CH:11]=[CH:10][C:9]2[C:4](=[CH:5][CH:6]=[C:7]([CH3:12])[CH:8]=2)[CH:3]=1.[CH:13]([C:15]1[CH:20]=[CH:19][CH:18]=[CH:17][C:16]=1B(O)O)=[O:14].C(=O)([O-])[O-].[Na+].[Na+], predict the reaction product. The product is: [CH3:12][C:7]1[CH:8]=[C:9]2[C:4](=[CH:5][CH:6]=1)[CH:3]=[C:2]([C:16]1[CH:17]=[CH:18][CH:19]=[CH:20][C:15]=1[CH:13]=[O:14])[CH:11]=[CH:10]2. (3) Given the reactants [CH3:1][O:2][CH:3]([N:5]1[C:10]2[CH:11]=[C:12]([N+:15]([O-])=O)[CH:13]=[CH:14][C:9]=2[O:8][C:7]([CH3:19])([CH3:18])[C:6]1=[O:20])[CH3:4], predict the reaction product. The product is: [NH2:15][C:12]1[CH:13]=[CH:14][C:9]2[O:8][C:7]([CH3:18])([CH3:19])[C:6](=[O:20])[N:5]([CH:3]([O:2][CH3:1])[CH3:4])[C:10]=2[CH:11]=1. (4) The product is: [Br:35][C:5]1[S:1][C:2]([CH2:6][CH2:7][C@@H:8]([NH:20][C:21](=[O:27])[O:22][C:23]([CH3:24])([CH3:26])[CH3:25])[CH2:9][C:10]2[CH:11]=[CH:12][C:13]([C:16]([F:19])([F:18])[F:17])=[CH:14][CH:15]=2)=[N:3][CH:4]=1. Given the reactants [S:1]1[CH:5]=[CH:4][N:3]=[C:2]1[CH2:6][CH2:7][C@@H:8]([NH:20][C:21](=[O:27])[O:22][C:23]([CH3:26])([CH3:25])[CH3:24])[CH2:9][C:10]1[CH:15]=[CH:14][C:13]([C:16]([F:19])([F:18])[F:17])=[CH:12][CH:11]=1.C1C(=O)N([Br:35])C(=O)C1, predict the reaction product. (5) Given the reactants [Cl:1][C:2]1[C:3]([C:24]([O:26][CH2:27][CH3:28])=[O:25])=[N:4][CH:5]=[C:6]([C:8]([N:10]2[CH2:15][CH2:14][N:13]([CH2:16][C:17]3[CH:22]=[CH:21][C:20]([F:23])=[CH:19][CH:18]=3)[CH2:12][CH2:11]2)=[O:9])[CH:7]=1.[C:29]([NH:36][CH2:37][C:38]#[CH:39])([O:31][C:32]([CH3:35])([CH3:34])[CH3:33])=[O:30].C(N(CC)CC)C, predict the reaction product. The product is: [Cl:1][C:2]1[C:3]([C:24]([O:26][CH2:27][CH3:28])=[O:25])=[N:4][CH:5]=[C:6]([C:8]([N:10]2[CH2:15][CH2:14][N:13]([CH2:16][C:17]3[CH:22]=[CH:21][C:20]([F:23])=[CH:19][CH:18]=3)[CH2:12][CH2:11]2)=[O:9])[CH:7]=1.[C:32]([O:31][C:29]([NH:36][CH2:37][C:38]#[C:39][C:2]1[C:3]([C:24]([O:26][CH2:27][CH3:28])=[O:25])=[N:4][CH:5]=[C:6]([C:8]([N:10]2[CH2:15][CH2:14][N:13]([CH2:16][C:17]3[CH:22]=[CH:21][C:20]([F:23])=[CH:19][CH:18]=3)[CH2:12][CH2:11]2)=[O:9])[CH:7]=1)=[O:30])([CH3:35])([CH3:34])[CH3:33]. (6) Given the reactants [CH3:1][C:2]1[C:7]([O:8][CH2:9][CH2:10][C:11]([F:14])([F:13])[F:12])=[CH:6][N:5]=[C:4]([CH:15]=O)[CH:3]=1.[CH3:17][C:18]([S@:21]([NH2:23])=[O:22])([CH3:20])[CH3:19], predict the reaction product. The product is: [CH3:17][C:18]([S@@:21](/[N:23]=[CH:15]/[C:4]1[CH:3]=[C:2]([CH3:1])[C:7]([O:8][CH2:9][CH2:10][C:11]([F:14])([F:13])[F:12])=[CH:6][N:5]=1)=[O:22])([CH3:20])[CH3:19]. (7) Given the reactants Cl[C:2]1[N:7]=[C:6](Cl)[N:5]=[C:4](Cl)[N:3]=1.[CH3:10][NH2:11].C1COCC1.[OH-].[Na+].[CH3:19][NH:20][C@@H:21]1[CH2:26][CH2:25][C@H:24]([C:27]([OH:29])=[O:28])[CH2:23][CH2:22]1.[CH3:30][N:31]1[CH2:36][CH2:35][NH:34][CH2:33][CH2:32]1, predict the reaction product. The product is: [CH3:19][N:20]([C:2]1[N:7]=[C:6]([NH:11][CH3:10])[N:5]=[C:4]([N:34]2[CH2:35][CH2:36][N:31]([CH3:30])[CH2:32][CH2:33]2)[N:3]=1)[C@@H:21]1[CH2:26][CH2:25][C@H:24]([C:27]([OH:29])=[O:28])[CH2:23][CH2:22]1.